From a dataset of Full USPTO retrosynthesis dataset with 1.9M reactions from patents (1976-2016). Predict the reactants needed to synthesize the given product. (1) Given the product [Cl:1][C:2]1[CH:3]=[CH:4][C:5]2[O:18][CH:17]([C:19]([OH:21])=[O:20])[N:8]3[C:9]4[CH:10]=[CH:11][CH:12]=[C:13]([F:16])[C:14]=4[CH:15]=[C:7]3[C:6]=2[N:24]=1, predict the reactants needed to synthesize it. The reactants are: [Cl:1][C:2]1[CH:3]=[CH:4][C:5]2[O:18][CH:17]([C:19]([O:21]CC)=[O:20])[N:8]3[C:9]4[CH:10]=[CH:11][CH:12]=[C:13]([F:16])[C:14]=4[CH:15]=[C:7]3[C:6]=2[N:24]=1.[Li+].[OH-].Cl. (2) Given the product [CH:15]([N:6]1[C:5](=[O:12])[O:4][C:2](=[O:3])[C:1]2=[CH:11][CH:10]=[CH:9][CH:8]=[C:7]12)=[CH:16][C:17](=[CH2:18])[CH3:19], predict the reactants needed to synthesize it. The reactants are: [C:1]12[C:7](=[CH:8][CH:9]=[CH:10][CH:11]=1)[NH:6][C:5](=[O:12])[O:4][C:2]2=[O:3].[H-].[Na+].[CH:15](Br)=[CH:16][C:17](=[CH2:19])[CH3:18]. (3) Given the product [C:1]([OH:4])(=[O:3])[CH3:2].[CH3:5][N:6]1[CH2:11][CH2:10][CH2:9][CH2:8][CH2:7]1, predict the reactants needed to synthesize it. The reactants are: [C:1]([OH:4])(=[O:3])[CH3:2].[CH3:5][N:6]1[CH2:11][CH2:10][CH2:9][CH2:8][CH2:7]1. (4) Given the product [F:2][C:3]1[CH:8]=[C:7]2[C:6](=[CH:5][CH:4]=1)[NH:9][C:12]1[CH2:17][CH2:16][CH:15]([NH:18][C:19](=[O:23])[CH:20]([CH3:21])[CH3:22])[CH2:14][C:13]2=1, predict the reactants needed to synthesize it. The reactants are: Cl.[F:2][C:3]1[CH:8]=[CH:7][C:6]([NH:9]N)=[CH:5][CH:4]=1.O=[C:12]1[CH2:17][CH2:16][CH:15]([NH:18][C:19](=[O:23])[CH:20]([CH3:22])[CH3:21])[CH2:14][CH2:13]1.